Dataset: Reaction yield outcomes from USPTO patents with 853,638 reactions. Task: Predict the reaction yield, written as a fraction of the theoretical maximum amount of product (1.0 means a 100% yield; for example, 0.34 means a 34% yield). (1) The reactants are [CH3:1][C:2]1[N:3]=[CH:4][NH:5][C:6]=1[C:7]1[CH:12]=[CH:11][CH:10]=[CH:9][CH:8]=1.[H-].[Na+].[CH3:15][Si:16]([CH2:19][CH2:20][O:21][CH2:22]Cl)([CH3:18])[CH3:17]. No catalyst specified. The product is [CH3:1][C:2]1[N:3]=[CH:4][N:5]([CH2:22][O:21][CH2:20][CH2:19][Si:16]([CH3:18])([CH3:17])[CH3:15])[C:6]=1[C:7]1[CH:8]=[CH:9][CH:10]=[CH:11][CH:12]=1. The yield is 0.460. (2) The reactants are [CH2:1]([O:8][C:9]1[CH:14]=[CH:13][C:12]([C:15]2[CH:20]=[CH:19][N:18]=[CH:17][CH:16]=2)=[CH:11][C:10]=1[N+:21]([O-])=O)[C:2]1[CH:7]=[CH:6][CH:5]=[CH:4][CH:3]=1.O.O.[Sn](Cl)Cl. The catalyst is C(OCC)(=O)C. The product is [CH2:1]([O:8][C:9]1[CH:14]=[CH:13][C:12]([C:15]2[CH:16]=[CH:17][N:18]=[CH:19][CH:20]=2)=[CH:11][C:10]=1[NH2:21])[C:2]1[CH:3]=[CH:4][CH:5]=[CH:6][CH:7]=1. The yield is 1.15. (3) The reactants are [Cl:1][C:2]1[CH:11]=[C:10]([Cl:12])[C:5]([C:6]([O:8]C)=[O:7])=[C:4]([N+:13]([O-:15])=[O:14])[C:3]=1[O:16][CH3:17].[OH-].[Na+]. The catalyst is CO. The product is [Cl:1][C:2]1[CH:11]=[C:10]([Cl:12])[C:5]([C:6]([OH:8])=[O:7])=[C:4]([N+:13]([O-:15])=[O:14])[C:3]=1[O:16][CH3:17]. The yield is 0.940. (4) The reactants are NS(N)(=O)=O.Cl[CH2:7][CH2:8][CH2:9][S:10]([N:13]1[CH2:18][CH2:17][CH:16]([C:19]2[C:27]3[C:22](=[C:23]([C:33]([NH2:35])=[O:34])[CH:24]=[C:25]([C:28]4[CH:32]=[CH:31][S:30][CH:29]=4)[CH:26]=3)[NH:21][CH:20]=2)[CH2:15][CH2:14]1)(=[O:12])=[O:11].[NH:36]1[CH2:41][CH2:40][CH:39]([OH:42])[CH2:38][CH2:37]1.C([O-])([O-])=O.[K+].[K+]. No catalyst specified. The product is [OH:42][CH:39]1[CH2:40][CH2:41][N:36]([CH2:7][CH2:8][CH2:9][S:10]([N:13]2[CH2:18][CH2:17][CH:16]([C:19]3[C:27]4[C:22](=[C:23]([C:33]([NH2:35])=[O:34])[CH:24]=[C:25]([C:28]5[CH:32]=[CH:31][S:30][CH:29]=5)[CH:26]=4)[NH:21][CH:20]=3)[CH2:15][CH2:14]2)(=[O:12])=[O:11])[CH2:37][CH2:38]1. The yield is 0.130. (5) The reactants are [CH:1]([Mg]Br)=[CH2:2].[CH3:5][O:6][C:7]1[CH:8]=[C:9]([CH:12]=[C:13]([O:15][CH3:16])[CH:14]=1)[CH2:10]Br. The catalyst is C1COCC1.[Cu]I. The product is [CH2:10]([C:9]1[CH:8]=[C:7]([O:6][CH3:5])[CH:14]=[C:13]([O:15][CH3:16])[CH:12]=1)[CH:1]=[CH2:2]. The yield is 1.00. (6) The reactants are C[O:2][C:3](=[O:30])[CH2:4][O:5][C:6]1[CH:11]=[CH:10][C:9]2[C:12]3([CH2:28][O:29][C:8]=2[CH:7]=1)[C:20]1[C:15](=[CH:16][CH:17]=[CH:18][CH:19]=1)[N:14]([CH2:21][C@H:22]1[CH2:26][CH2:25][CH2:24][O:23]1)[C:13]3=[O:27].[OH-].[Li+].Cl. The catalyst is O1CCCC1.O. The product is [O:27]=[C:13]1[C:12]2([C:9]3[CH:10]=[CH:11][C:6]([O:5][CH2:4][C:3]([OH:30])=[O:2])=[CH:7][C:8]=3[O:29][CH2:28]2)[C:20]2[C:15](=[CH:16][CH:17]=[CH:18][CH:19]=2)[N:14]1[CH2:21][C@H:22]1[CH2:26][CH2:25][CH2:24][O:23]1. The yield is 0.850.